Task: Predict the reactants needed to synthesize the given product.. Dataset: Full USPTO retrosynthesis dataset with 1.9M reactions from patents (1976-2016) (1) The reactants are: [C:1]([O:5][C:6]([C:8]1[NH:9][C:10]2[C:15]([C:16]=1[N:17]1[C:22](=[O:23])[C:21]3=[CH:24][S:25][CH:26]=[C:20]3[N:19]([C:27]([O:29][C:30]([CH3:33])([CH3:32])[CH3:31])=[O:28])[C:18]1=[O:34])=[CH:14][C:13]([C:35]([F:38])([F:37])[F:36])=[CH:12][CH:11]=2)=[O:7])([CH3:4])([CH3:3])[CH3:2].CC(C)([O-])C.[K+].[F:45][C:46]1[CH:53]=[CH:52][C:51]([F:54])=[CH:50][C:47]=1[CH2:48]Br.C(OCC)(=O)C. Given the product [C:1]([O:5][C:6]([C:8]1[N:9]([CH2:48][C:47]2[CH:50]=[C:51]([F:54])[CH:52]=[CH:53][C:46]=2[F:45])[C:10]2[C:15]([C:16]=1[N:17]1[C:22](=[O:23])[C:21]3=[CH:24][S:25][CH:26]=[C:20]3[N:19]([C:27]([O:29][C:30]([CH3:31])([CH3:32])[CH3:33])=[O:28])[C:18]1=[O:34])=[CH:14][C:13]([C:35]([F:36])([F:37])[F:38])=[CH:12][CH:11]=2)=[O:7])([CH3:2])([CH3:3])[CH3:4], predict the reactants needed to synthesize it. (2) Given the product [Cl:1][C:2]1[CH:7]=[CH:6][C:5]([O:8][C:9]2[CH:14]=[CH:13][C:12]([CH2:15][CH2:16][O:29][C:27]3[CH:26]=[CH:25][NH:24][C:23](=[O:22])[CH:28]=3)=[CH:11][CH:10]=2)=[CH:4][C:3]=1[C:18]([F:21])([F:20])[F:19], predict the reactants needed to synthesize it. The reactants are: [Cl:1][C:2]1[CH:7]=[CH:6][C:5]([O:8][C:9]2[CH:14]=[CH:13][C:12]([CH2:15][CH2:16]Br)=[CH:11][CH:10]=2)=[CH:4][C:3]=1[C:18]([F:21])([F:20])[F:19].[OH:22][C:23]1[CH:28]=[C:27]([OH:29])[CH:26]=[CH:25][N:24]=1.C(=O)([O-])[O-].[Cs+].[Cs+]. (3) Given the product [CH2:1]([O:3][C:4]([C:6]1[N:7]([C:17]2[CH:22]=[CH:21][C:20]([O:23][CH:24]([CH3:26])[CH3:25])=[CH:19][CH:18]=2)[C:8]2[C:13]([C:14]=1[CH3:15])=[CH:12][C:11]([C:33]1[CH:32]=[CH:31][C:30]([O:29][C:28]([F:27])([F:39])[F:40])=[CH:35][CH:34]=1)=[CH:10][CH:9]=2)=[O:5])[CH3:2], predict the reactants needed to synthesize it. The reactants are: [CH2:1]([O:3][C:4]([C:6]1[N:7]([C:17]2[CH:22]=[CH:21][C:20]([O:23][CH:24]([CH3:26])[CH3:25])=[CH:19][CH:18]=2)[C:8]2[C:13]([C:14]=1[CH3:15])=[CH:12][C:11](Br)=[CH:10][CH:9]=2)=[O:5])[CH3:2].[F:27][C:28]([F:40])([F:39])[O:29][C:30]1[CH:35]=[CH:34][C:33](B(O)O)=[CH:32][CH:31]=1. (4) The reactants are: [CH3:1][O:2][C:3]1[C:4]([NH2:18])=[CH:5][C:6]2[CH2:12][CH2:11][N:10]([CH2:13][CH2:14][O:15][CH3:16])[CH2:9][CH2:8][C:7]=2[CH:17]=1.Cl[C:20]1[N:25]=[C:24]([NH:26][C:27]2[CH:32]=[CH:31][CH:30]=[CH:29][C:28]=2[N:33]2[CH:37]=[CH:36][CH:35]=[N:34]2)[C:23]([Cl:38])=[CH:22][N:21]=1. Given the product [Cl:38][C:23]1[C:24]([NH:26][C:27]2[CH:32]=[CH:31][CH:30]=[CH:29][C:28]=2[N:33]2[CH:37]=[CH:36][CH:35]=[N:34]2)=[N:25][C:20]([NH:18][C:4]2[C:3]([O:2][CH3:1])=[CH:17][C:7]3[CH2:8][CH2:9][N:10]([CH2:13][CH2:14][O:15][CH3:16])[CH2:11][CH2:12][C:6]=3[CH:5]=2)=[N:21][CH:22]=1, predict the reactants needed to synthesize it. (5) Given the product [CH2:24]([NH:31][C:12](=[O:14])/[CH:11]=[CH:10]/[CH:9]=[CH:8]/[C:5]1[CH:6]=[CH:7][C:2]([OH:1])=[C:3]([O:15][CH3:16])[CH:4]=1)[C:25]1[CH:30]=[CH:29][CH:28]=[CH:27][CH:26]=1, predict the reactants needed to synthesize it. The reactants are: [OH:1][C:2]1[CH:7]=[CH:6][C:5](/[CH:8]=[CH:9]/[CH:10]=[CH:11]/[C:12]([OH:14])=O)=[CH:4][C:3]=1[O:15][CH3:16].C(N(CC)CC)C.[CH2:24]([NH2:31])[C:25]1[CH:30]=[CH:29][CH:28]=[CH:27][CH:26]=1.CN([P+](ON1N=NC2C=CC=CC1=2)(N(C)C)N(C)C)C.F[P-](F)(F)(F)(F)F. (6) The reactants are: [N:1]1[NH:2][N:3]=[N:4][C:5]=1[C:6]1[C:7]([NH2:13])=[N:8][C:9]([NH2:12])=[CH:10][CH:11]=1.[CH2:14]([O:21][C:22]1[CH:29]=[CH:28][C:25]([CH2:26]Cl)=[CH:24][CH:23]=1)[C:15]1[CH:20]=[CH:19][CH:18]=[CH:17][CH:16]=1.[I-].[Na+].[H-].[Na+]. Given the product [CH2:14]([O:21][C:22]1[CH:23]=[CH:24][C:25]([CH2:26][N:3]2[N:2]=[N:1][C:5]([C:6]3[C:7]([NH2:13])=[N:8][C:9]([NH2:12])=[CH:10][CH:11]=3)=[N:4]2)=[CH:28][CH:29]=1)[C:15]1[CH:16]=[CH:17][CH:18]=[CH:19][CH:20]=1, predict the reactants needed to synthesize it.